This data is from Forward reaction prediction with 1.9M reactions from USPTO patents (1976-2016). The task is: Predict the product of the given reaction. (1) Given the reactants C[O:2][C:3]1[CH:4]=[C:5]([C:9]2[N:13]3[CH:14]=[CH:15][C:16]([CH3:18])=[CH:17][C:12]3=[N:11][CH:10]=2)[CH:6]=[CH:7][CH:8]=1.[OH-].[Na+], predict the reaction product. The product is: [CH3:18][C:16]1[CH:15]=[CH:14][N:13]2[C:9]([C:5]3[CH:4]=[C:3]([OH:2])[CH:8]=[CH:7][CH:6]=3)=[CH:10][N:11]=[C:12]2[CH:17]=1. (2) Given the reactants I[C:2]1[CH:7]=[C:6]([S:8]([C:11]2[CH:16]=[CH:15][CH:14]=[CH:13][CH:12]=2)(=[O:10])=[O:9])[CH:5]=[CH:4][C:3]=1[NH2:17].[C:18]1([C:24]#[CH:25])[CH:23]=[CH:22][CH:21]=[CH:20][CH:19]=1.C(N(CC)CC)C, predict the reaction product. The product is: [C:18]1([C:24]2[NH:17][C:3]3[C:2]([CH:25]=2)=[CH:7][C:6]([S:8]([C:11]2[CH:16]=[CH:15][CH:14]=[CH:13][CH:12]=2)(=[O:10])=[O:9])=[CH:5][CH:4]=3)[CH:23]=[CH:22][CH:21]=[CH:20][CH:19]=1.